This data is from Peptide-MHC class I binding affinity with 185,985 pairs from IEDB/IMGT. The task is: Regression. Given a peptide amino acid sequence and an MHC pseudo amino acid sequence, predict their binding affinity value. This is MHC class I binding data. (1) The peptide sequence is APAKKAAAK. The MHC is HLA-B15:09 with pseudo-sequence HLA-B15:09. The binding affinity (normalized) is 0.0847. (2) The peptide sequence is FEADPLSPQ. The MHC is HLA-A80:01 with pseudo-sequence HLA-A80:01. The binding affinity (normalized) is 0.0847.